This data is from Full USPTO retrosynthesis dataset with 1.9M reactions from patents (1976-2016). The task is: Predict the reactants needed to synthesize the given product. (1) Given the product [Cl:8][C:6]1[CH:5]=[C:4]([C@@H:9]2[C@@H:14]([C:15]3[CH:20]=[CH:19][C:18]([Cl:21])=[CH:17][CH:16]=3)[N:13]([CH2:22][CH:23]3[CH2:25][CH2:24]3)[C:12](=[O:26])[C@@H:11]([CH2:27][C:28]([OH:30])=[O:29])[O:10]2)[CH:3]=[C:2]([S:70]([CH3:69])(=[O:72])=[O:71])[CH:7]=1, predict the reactants needed to synthesize it. The reactants are: Br[C:2]1[CH:3]=[C:4]([C@@H:9]2[C@@H:14]([C:15]3[CH:20]=[CH:19][C:18]([Cl:21])=[CH:17][CH:16]=3)[N:13]([CH2:22][CH:23]3[CH2:25][CH2:24]3)[C:12](=[O:26])[C@@H:11]([CH2:27][C:28]([O:30]C(C)(C)C)=[O:29])[O:10]2)[CH:5]=[C:6]([Cl:8])[CH:7]=1.ClC1C=C([C@@H]2[C@@H](C3C=CC(Cl)=CC=3)N(CC3CC3)C(=O)[C@@H](CC(O)=O)O2)C=C(C2C=NNC=2)C=1.[CH3:69][S:70]([OH:72])=[O:71].[Na].CNCCNC. (2) The reactants are: I[C:2]1[CH:3]=[C:4]([C:20]([NH:22][CH2:23][C:24]2[CH:29]=[CH:28][C:27]([S:30]([CH3:33])(=[O:32])=[O:31])=[CH:26][CH:25]=2)=[O:21])[C:5](=[O:19])[N:6]([C:9]2[CH:14]=[CH:13][CH:12]=[C:11]([C:15]([F:18])([F:17])[F:16])[CH:10]=2)[C:7]=1[CH3:8].O.[N:35]1[C:48]2[C:39](=[CH:40][CH:41]=C3C=2N=CC=C3)[CH:38]=[CH:37][CH:36]=1.C1(P(C2C=CC=CC=2)C2C=CC=CC=2)C=CC=CC=1.C(=O)([O-])[O-].[Cs+].[Cs+].C[Si](C#CC1C=NC=CC=1)(C)C. Given the product [CH3:8][C:7]1[N:6]([C:9]2[CH:14]=[CH:13][CH:12]=[C:11]([C:15]([F:18])([F:16])[F:17])[CH:10]=2)[C:5](=[O:19])[C:4]([C:20]([NH:22][CH2:23][C:24]2[CH:29]=[CH:28][C:27]([S:30]([CH3:33])(=[O:31])=[O:32])=[CH:26][CH:25]=2)=[O:21])=[CH:3][C:2]=1[C:41]#[C:40][C:39]1[CH:48]=[N:35][CH:36]=[CH:37][CH:38]=1, predict the reactants needed to synthesize it. (3) The reactants are: [CH3:1][N:2]([CH3:12])[CH2:3][CH2:4][CH:5]([C:7]1[S:8][CH:9]=[CH:10][CH:11]=1)[OH:6].[NH2-].[Na+].F[C:16]1[C:25]2[C:20](=[CH:21][CH:22]=[CH:23][CH:24]=2)[CH:19]=[CH:18][CH:17]=1.O. Given the product [CH3:12][N:2]([CH3:1])[CH2:3][CH2:4][CH:5]([O:6][C:24]1[C:25]2[C:20](=[CH:19][CH:18]=[CH:17][CH:16]=2)[CH:21]=[CH:22][CH:23]=1)[C:7]1[S:8][CH:9]=[CH:10][CH:11]=1, predict the reactants needed to synthesize it.